This data is from Catalyst prediction with 721,799 reactions and 888 catalyst types from USPTO. The task is: Predict which catalyst facilitates the given reaction. (1) Reactant: [CH3:1][C:2]([CH3:33])([CH3:32])[C:3]([NH:5][NH:6][C:7]([C:9]1[N:10]=[N:11][C:12]([N:15]2[CH2:20][CH2:19][CH:18]([O:21][C:22]3[CH:27]=[CH:26][CH:25]=[CH:24][C:23]=3[C:28]([F:31])([F:30])[F:29])[CH2:17][CH2:16]2)=[CH:13][CH:14]=1)=O)=O.P12(SP3(SP(SP(S3)(S1)=S)(=S)S2)=S)=[S:35]. Product: [C:2]([C:3]1[S:35][C:7]([C:9]2[N:10]=[N:11][C:12]([N:15]3[CH2:20][CH2:19][CH:18]([O:21][C:22]4[CH:27]=[CH:26][CH:25]=[CH:24][C:23]=4[C:28]([F:31])([F:30])[F:29])[CH2:17][CH2:16]3)=[CH:13][CH:14]=2)=[N:6][N:5]=1)([CH3:33])([CH3:32])[CH3:1]. The catalyst class is: 1. (2) Reactant: [Br:1][C:2]1[CH:3]=[C:4]([C:9]([CH3:14])([CH3:13])[CH:10]([OH:12])[CH3:11])[CH:5]=[CH:6][C:7]=1[F:8].C1C=C[NH+]=CC=1.[O-][Cr](Cl)(=O)=O.O. Product: [Br:1][C:2]1[CH:3]=[C:4]([C:9]([CH3:14])([CH3:13])[C:10](=[O:12])[CH3:11])[CH:5]=[CH:6][C:7]=1[F:8]. The catalyst class is: 2. (3) Reactant: [OH:1][N:2]=[C:3](Cl)[C:4]1[CH:15]=[CH:14][C:7]2[B:8]([OH:13])[O:9][C:10]([CH3:12])([CH3:11])[C:6]=2[CH:5]=1.[Br:17][C:18]1[CH:23]=[C:22]([C:24]([C:26]([F:29])([F:28])[F:27])=[CH2:25])[CH:21]=[C:20]([Br:30])[C:19]=1[F:31].CC(=O)OCC. Product: [Br:17][C:18]1[CH:23]=[C:22]([C:24]2([C:26]([F:29])([F:28])[F:27])[O:1][N:2]=[C:3]([C:4]3[CH:15]=[CH:14][C:7]4[B:8]([OH:13])[O:9][C:10]([CH3:12])([CH3:11])[C:6]=4[CH:5]=3)[CH2:25]2)[CH:21]=[C:20]([Br:30])[C:19]=1[F:31]. The catalyst class is: 3. (4) Reactant: [NH2:1][C:2]1[CH:3]=[C:4]([CH:7]=[C:8]([CH3:10])[CH:9]=1)[CH2:5]O.S(Cl)([Cl:13])=O. Product: [Cl:13][CH2:5][C:4]1[CH:3]=[C:2]([CH:9]=[C:8]([CH3:10])[CH:7]=1)[NH2:1]. The catalyst class is: 2.